From a dataset of Forward reaction prediction with 1.9M reactions from USPTO patents (1976-2016). Predict the product of the given reaction. (1) Given the reactants C1([O:7][C:8](=O)[N:9]([C:19]2[CH:24]=[C:23]([O:25][C:26]3[CH:31]=[CH:30][C:29]([NH:32][C:33]([C:35]4([C:38](=[O:47])[NH:39][C:40]5[CH:45]=[CH:44][C:43]([F:46])=[CH:42][CH:41]=5)[CH2:37][CH2:36]4)=[O:34])=[C:28]([F:48])[CH:27]=3)[CH:22]=[CH:21][N:20]=2)C(OC2C=CC=CC=2)=O)C=CC=CC=1.[NH:50]1[CH2:55][CH2:54][O:53][CH2:52][CH2:51]1, predict the reaction product. The product is: [F:48][C:28]1[CH:27]=[C:26]([O:25][C:23]2[CH:22]=[CH:21][N:20]=[C:19]([NH:9][C:8]([N:50]3[CH2:55][CH2:54][O:53][CH2:52][CH2:51]3)=[O:7])[CH:24]=2)[CH:31]=[CH:30][C:29]=1[NH:32][C:33]([C:35]1([C:38]([NH:39][C:40]2[CH:45]=[CH:44][C:43]([F:46])=[CH:42][CH:41]=2)=[O:47])[CH2:37][CH2:36]1)=[O:34]. (2) Given the reactants I[CH2:2][C:3]([CH2:18][O:19][CH2:20][CH2:21][CH2:22][CH2:23][CH2:24][CH2:25][CH2:26][CH2:27][CH2:28][CH3:29])([CH2:6][O:7][CH2:8][CH2:9][CH2:10][CH2:11][CH2:12][CH2:13][CH2:14][CH2:15][CH2:16][CH3:17])[CH2:4]I.[C-:30]#[N:31].[K+].C[N:34]([CH:36]=O)C, predict the reaction product. The product is: [CH2:8]([O:7][CH2:6][C:3]([CH2:18][O:19][CH2:20][CH2:21][CH2:22][CH2:23][CH2:24][CH2:25][CH2:26][CH2:27][CH2:28][CH3:29])([CH2:4][C:36]#[N:34])[CH2:2][C:30]#[N:31])[CH2:9][CH2:10][CH2:11][CH2:12][CH2:13][CH2:14][CH2:15][CH2:16][CH3:17]. (3) Given the reactants [N+:1]([C:4]1[C:5]([N:10]2[CH2:15][CH2:14][C:13](=[CH:16][C:17]#[CH:18])[CH2:12][CH2:11]2)=[N:6][CH:7]=[CH:8][CH:9]=1)([O-:3])=[O:2].C([O:22][C:23]1[CH:28]=[CH:27][C:26]([F:29])=[CH:25][C:24]=1Br)(=O)C.[F-].C([N+](CCCC)(CCCC)CCCC)CCC, predict the reaction product. The product is: [N+:1]([C:4]1[C:5]([N:10]2[CH2:15][CH2:14][C:13](=[CH:16][C:17]3[O:22][C:23]4[CH:28]=[CH:27][C:26]([F:29])=[CH:25][C:24]=4[CH:18]=3)[CH2:12][CH2:11]2)=[N:6][CH:7]=[CH:8][CH:9]=1)([O-:3])=[O:2]. (4) Given the reactants [CH2:1]([O:3][C:4]1[CH:9]=[CH:8][CH:7]=[CH:6][C:5]=1[C:10]1[S:18][C:17]2[C:16]([NH:19][NH2:20])=[N:15][CH:14]=[N:13][C:12]=2[C:11]=1[O:21][CH3:22])[CH3:2].[OH:23][C:24]1[CH:25]=[C:26]([CH:29]=[CH:30][C:31]=1[O:32][CH3:33])[CH:27]=O, predict the reaction product. The product is: [CH2:1]([O:3][C:4]1[CH:9]=[CH:8][CH:7]=[CH:6][C:5]=1[C:10]1[S:18][C:17]2[C:16]([NH:19][N:20]=[CH:27][C:26]3[CH:29]=[CH:30][C:31]([O:32][CH3:33])=[C:24]([OH:23])[CH:25]=3)=[N:15][CH:14]=[N:13][C:12]=2[C:11]=1[O:21][CH3:22])[CH3:2]. (5) Given the reactants [Br:1][C:2]1[CH:3]=[C:4]2[C:9](=[CH:10][CH:11]=1)[NH:8][C:7](=[O:12])[CH:6]=[C:5]2O.[CH2:14]([NH2:21])[C:15]1[CH:20]=[CH:19][CH:18]=[CH:17][CH:16]=1, predict the reaction product. The product is: [Br:1][C:2]1[CH:3]=[C:4]2[C:9](=[CH:10][CH:11]=1)[NH:8][C:7](=[O:12])[CH:6]=[C:5]2[NH:21][CH2:14][C:15]1[CH:20]=[CH:19][CH:18]=[CH:17][CH:16]=1.